From a dataset of Reaction yield outcomes from USPTO patents with 853,638 reactions. Predict the reaction yield, written as a fraction of the theoretical maximum amount of product (1.0 means a 100% yield; for example, 0.34 means a 34% yield). (1) The reactants are [CH2:1]([O:8][C:9]1[CH:14]=[CH:13][N:12]=[C:11](Cl)[N:10]=1)[C:2]1[CH:7]=[CH:6][CH:5]=[CH:4][CH:3]=1.[CH3:16][N:17]1[CH2:22][CH2:21][NH:20][CH2:19][CH2:18]1. The catalyst is CN(C=O)C. The product is [CH2:1]([O:8][C:9]1[CH:14]=[CH:13][N:12]=[C:11]([N:20]2[CH2:21][CH2:22][N:17]([CH3:16])[CH2:18][CH2:19]2)[N:10]=1)[C:2]1[CH:7]=[CH:6][CH:5]=[CH:4][CH:3]=1. The yield is 0.700. (2) The reactants are [C:1]([C:3]1[CH:4]=[C:5]([NH:9][C:10](=[O:18])[C:11]2[CH:16]=[CH:15][CH:14]=[CH:13][C:12]=2[CH3:17])[CH:6]=[CH:7][CH:8]=1)#[CH:2].Br[C:20]1[CH:21]=[N:22][CH:23]=[C:24]([CH:37]=1)[C:25]([N:27]=[S@@:28]([CH3:36])(=[O:35])[C:29]1[CH:34]=[CH:33][CH:32]=[CH:31][CH:30]=1)=[O:26].CCN(CC)CC. The catalyst is Cl[Pd](Cl)([P](C1C=CC=CC=1)(C1C=CC=CC=1)C1C=CC=CC=1)[P](C1C=CC=CC=1)(C1C=CC=CC=1)C1C=CC=CC=1.[Cu]I.CCOC(C)=O. The product is [CH3:17][C:12]1[CH:13]=[CH:14][CH:15]=[CH:16][C:11]=1[C:10]([NH:9][C:5]1[CH:4]=[C:3]([C:1]#[C:2][C:20]2[CH:21]=[N:22][CH:23]=[C:24]([CH:37]=2)[C:25]([N:27]=[S@@:28]([CH3:36])(=[O:35])[C:29]2[CH:34]=[CH:33][CH:32]=[CH:31][CH:30]=2)=[O:26])[CH:8]=[CH:7][CH:6]=1)=[O:18]. The yield is 0.830.